The task is: Predict the reactants needed to synthesize the given product.. This data is from Full USPTO retrosynthesis dataset with 1.9M reactions from patents (1976-2016). (1) Given the product [CH:7]1([N:13]2[C:17]([C:18]3[CH:23]=[CH:22][C:21]([O:24][CH2:25][C:26]4[CH:27]=[CH:28][CH:29]=[CH:30][CH:31]=4)=[CH:20][CH:19]=3)=[CH:16][C:15]([CH2:32][OH:33])=[N:14]2)[CH2:8][CH2:9][CH2:10][CH2:11][CH2:12]1, predict the reactants needed to synthesize it. The reactants are: [H-].[H-].[H-].[H-].[Li+].[Al+3].[CH:7]1([N:13]2[C:17]([C:18]3[CH:23]=[CH:22][C:21]([O:24][CH2:25][C:26]4[CH:31]=[CH:30][CH:29]=[CH:28][CH:27]=4)=[CH:20][CH:19]=3)=[CH:16][C:15]([C:32](OCC)=[O:33])=[N:14]2)[CH2:12][CH2:11][CH2:10][CH2:9][CH2:8]1. (2) Given the product [Cl-:1].[Cl:1][C:2]1[CH:3]=[CH:4][C:5]([CH2:6][N:7]2[C:15](=[O:16])[C:14]3[C:9](=[CH:10][CH:11]=[C:12]([C:17]([NH:30][CH2:29][CH2:28][NH+:23]4[CH2:27][CH2:26][CH2:25][CH2:24]4)=[O:18])[CH:13]=3)[C:8]2=[O:20])=[CH:21][CH:22]=1, predict the reactants needed to synthesize it. The reactants are: [Cl:1][C:2]1[CH:22]=[CH:21][C:5]([CH2:6][N:7]2[C:15](=[O:16])[C:14]3[C:9](=[CH:10][CH:11]=[C:12]([C:17](O)=[O:18])[CH:13]=3)[C:8]2=[O:20])=[CH:4][CH:3]=1.[N:23]1([CH2:28][CH2:29][NH2:30])[CH2:27][CH2:26][CH2:25][CH2:24]1. (3) Given the product [ClH:31].[C:1]([NH:5][CH2:6][CH2:7][CH2:8][C:9]1[CH:10]=[CH:11][C:12]([C:15]([C:17]2[N:25]3[C:20]([CH:21]=[C:22]([C:26]([N:39]([CH2:40][CH3:41])[CH2:38][C:35]4[N:36]=[N:37][N:33]([CH3:32])[N:34]=4)=[O:27])[CH:23]=[CH:24]3)=[CH:19][C:18]=2[CH2:29][CH3:30])=[O:16])=[CH:13][CH:14]=1)([CH3:4])([CH3:3])[CH3:2], predict the reactants needed to synthesize it. The reactants are: [C:1]([NH:5][CH2:6][CH2:7][CH2:8][C:9]1[CH:14]=[CH:13][C:12]([C:15]([C:17]2[N:25]3[C:20]([CH:21]=[C:22]([C:26](O)=[O:27])[CH:23]=[CH:24]3)=[CH:19][C:18]=2[CH2:29][CH3:30])=[O:16])=[CH:11][CH:10]=1)([CH3:4])([CH3:3])[CH3:2].[ClH:31].[CH3:32][N:33]1[N:37]=[N:36][C:35]([CH2:38][NH:39][CH2:40][CH3:41])=[N:34]1. (4) Given the product [CH2:1]([O:8][CH2:9][N:10]1[N:14]=[N:13][C:12]([Br:28])=[N:11]1)[C:2]1[CH:3]=[CH:4][CH:5]=[CH:6][CH:7]=1, predict the reactants needed to synthesize it. The reactants are: [CH2:1]([O:8][CH2:9][N:10]1[N:14]=[N:13][CH:12]=[N:11]1)[C:2]1[CH:7]=[CH:6][CH:5]=[CH:4][CH:3]=1.CN(C)CCN(C)C.C([Li])CCC.[Br:28]Br. (5) Given the product [CH2:14]([O:13][C:11](=[O:12])[C@H:7]([CH2:9][SH:10])[NH2:8])[CH:15]([CH3:17])[CH3:16], predict the reactants needed to synthesize it. The reactants are: C(Cl)(=O)C.Cl.C[C@@:7]([C:11]([OH:13])=[O:12])([CH2:9][SH:10])[NH2:8].[CH2:14](O)[CH:15]([CH3:17])[CH3:16]. (6) Given the product [F:38][C:37]1[C:10]([S:7](=[O:9])(=[O:8])[NH:6][C:40]2[CH:45]=[CH:44][N:43]=[CH:42][N:41]=2)=[CH:11][C:12]([CH3:39])=[C:13]([CH:36]=1)[O:14][C@H:15]1[CH2:20][CH2:19][CH2:18][CH2:17][C@@H:16]1[C:21]1[C:22]([NH:32][C:33](=[O:35])[CH3:34])=[N:23][NH:24][CH:25]=1, predict the reactants needed to synthesize it. The reactants are: COC1C=C(OC)C=CC=1C[N:6]([C:40]1[CH:45]=[CH:44][N:43]=[CH:42][N:41]=1)[S:7]([C:10]1[C:37]([F:38])=[CH:36][C:13]([O:14][C@H:15]2[CH2:20][CH2:19][CH2:18][CH2:17][C@@H:16]2[C:21]2[C:22]([NH:32][C:33](=[O:35])[CH3:34])=[N:23][N:24](C3CCCCO3)[CH:25]=2)=[C:12]([CH3:39])[CH:11]=1)(=[O:9])=[O:8].C([SiH](CC)CC)C.FC(F)(F)C(O)=O.ClCCl. (7) Given the product [Cl:24][C:6]1[CH:7]=[C:8]([O:10][CH2:11][O:12][CH2:13][CH2:14][Si:15]([CH3:16])([CH3:17])[CH3:18])[CH:9]=[CH:2][C:3]=1[C:4](=[NH:5])[NH:25][OH:26], predict the reactants needed to synthesize it. The reactants are: Cl[C:2]1[CH:9]=[C:8]([O:10][CH2:11][O:12][CH2:13][CH2:14][Si:15]([CH3:18])([CH3:17])[CH3:16])[CH:7]=[CH:6][C:3]=1[C:4]#[N:5].C([O-])(O)=O.[Na+].[ClH:24].[NH2:25][OH:26].